From a dataset of Full USPTO retrosynthesis dataset with 1.9M reactions from patents (1976-2016). Predict the reactants needed to synthesize the given product. (1) Given the product [CH3:1][NH:2][C:3]1[N:8]=[CH:7][C:6]([CH:9]=[O:22])=[CH:5][CH:4]=1, predict the reactants needed to synthesize it. The reactants are: [CH3:1][NH:2][C:3]1[N:8]=[CH:7][C:6]([C:9]#N)=[CH:5][CH:4]=1.CC(C[Al]CC(C)C)C.CO.[OH:22]S(O)(=O)=O. (2) Given the product [CH2:9]([O:39][C:20]1[CH:21]=[CH:22][C:23]([CH:24]([CH3:38])[C:25]([C:30]2[CH:35]=[CH:34][N:33]=[C:32]([CH3:36])[CH:31]=2)([OH:37])[C:26]([F:27])([F:28])[F:29])=[C:18]([Cl:17])[CH:19]=1)[C:10]1[CH:15]=[CH:14][CH:13]=[CH:12][CH:11]=1, predict the reactants needed to synthesize it. The reactants are: [I-].[K+].C(=O)([O-])[O-].[K+].[K+].[CH2:9](Cl)[C:10]1[CH:15]=[CH:14][CH:13]=[CH:12][CH:11]=1.[Cl:17][C:18]1[CH:19]=[C:20]([OH:39])[CH:21]=[CH:22][C:23]=1[CH:24]([CH3:38])[C:25]([OH:37])([C:30]1[CH:35]=[CH:34][N:33]=[C:32]([CH3:36])[CH:31]=1)[C:26]([F:29])([F:28])[F:27]. (3) Given the product [F:30][CH:29]([F:31])[O:3][C:4]1[CH:5]=[CH:6][C:7]([C:10]2[C:15](=[O:16])[N:14]3[CH:17]=[CH:18][S:19][C:13]3=[N:12][C:11]=2[CH3:20])=[CH:8][CH:9]=1, predict the reactants needed to synthesize it. The reactants are: C([O:3][C:4]1[CH:9]=[CH:8][C:7]([C:10]2[C:15](=[O:16])[N:14]3[CH:17]=[CH:18][S:19][C:13]3=[N:12][C:11]=2[CH3:20])=[CH:6][CH:5]=1)C.C([O-])([O-])=O.[Cs+].[Cs+].ClC[CH:29]([F:31])[F:30].